Dataset: Full USPTO retrosynthesis dataset with 1.9M reactions from patents (1976-2016). Task: Predict the reactants needed to synthesize the given product. (1) The reactants are: Br[C:2]1[CH:3]=[N:4][CH:5]=[C:6]([CH:9]=1)[C:7]#[N:8].[CH:10]([C:12]1[CH:13]=[C:14](B(O)O)[CH:15]=[CH:16][CH:17]=1)=[O:11]. Given the product [CH:10]([C:12]1[CH:17]=[C:16]([C:2]2[CH:9]=[C:6]([C:7]#[N:8])[CH:5]=[N:4][CH:3]=2)[CH:15]=[CH:14][CH:13]=1)=[O:11], predict the reactants needed to synthesize it. (2) Given the product [Cl:1][C:2]1[C:9]([CH3:10])=[C:8]([N:11]2[C:12](=[O:20])[C:13]([CH3:19])([CH3:18])[C@:14]([OH:17])([CH3:21])[C@H:15]2[CH3:16])[CH:7]=[CH:6][C:3]=1[C:4]#[N:5], predict the reactants needed to synthesize it. The reactants are: [Cl:1][C:2]1[C:9]([CH3:10])=[C:8]([N:11]2[CH:15]([CH3:16])[C:14](=[O:17])[C:13]([CH3:19])([CH3:18])[C:12]2=[O:20])[CH:7]=[CH:6][C:3]=1[C:4]#[N:5].[CH3:21][Mg]Br.C1COCC1. (3) The reactants are: C(OC([N:8]1[CH2:13][CH2:12][N:11]([C:14]2[N:19]=[CH:18][N:17]=[C:16]3[NH:20][N:21]=[CH:22][C:15]=23)[CH2:10][CH2:9]1)=O)(C)(C)C.[ClH:23]. Given the product [ClH:23].[ClH:23].[N:11]1([C:14]2[N:19]=[CH:18][N:17]=[C:16]3[NH:20][N:21]=[CH:22][C:15]=23)[CH2:10][CH2:9][NH:8][CH2:13][CH2:12]1, predict the reactants needed to synthesize it. (4) The reactants are: [F:1][C:2]1[CH:10]=[CH:9][C:8]([CH3:11])=[CH:7][C:3]=1[C:4]([OH:6])=O.S(Cl)(Cl)=O.[OH:16][CH2:17][CH:18]1[NH:23][CH2:22][CH2:21][N:20]([C:24]([O:26][C:27]([CH3:30])([CH3:29])[CH3:28])=[O:25])[CH2:19]1.C(N(CC)CC)C. Given the product [F:1][C:2]1[CH:10]=[CH:9][C:8]([CH3:11])=[CH:7][C:3]=1[C:4]([N:23]1[CH2:22][CH2:21][N:20]([C:24]([O:26][C:27]([CH3:28])([CH3:29])[CH3:30])=[O:25])[CH2:19][CH:18]1[CH2:17][OH:16])=[O:6], predict the reactants needed to synthesize it. (5) Given the product [CH3:14][C:13]1[C:8]([CH2:7][N:6]([CH2:16][C:17]2[C:22]([C:23]([OH:26])([CH3:24])[CH3:25])=[CH:21][CH:20]=[CH:19][N:18]=2)[CH2:5][CH2:4][CH2:3][CH2:2][NH:1][C:33]([NH2:35])=[NH:34])=[N:9][CH:10]=[C:11]([CH3:15])[CH:12]=1, predict the reactants needed to synthesize it. The reactants are: [NH2:1][CH2:2][CH2:3][CH2:4][CH2:5][N:6]([CH2:16][C:17]1[C:22]([C:23]([OH:26])([CH3:25])[CH3:24])=[CH:21][CH:20]=[CH:19][N:18]=1)[CH2:7][C:8]1[C:13]([CH3:14])=[CH:12][C:11]([CH3:15])=[CH:10][N:9]=1.Cl.N1C=CC([C:33]([NH2:35])=[NH:34])=N1.CCN(C(C)C)C(C)C. (6) Given the product [Br:1][C:2]1[CH:22]=[CH:21][C:20]2[O:19][CH2:18][CH2:17][N:7]([CH2:8][C:9]3[CH:14]=[CH:13][C:12]([O:15][CH3:16])=[CH:11][CH:10]=3)[C:5](=[O:6])[C:4]=2[C:3]=1[CH3:24], predict the reactants needed to synthesize it. The reactants are: [Br:1][C:2]1[C:3]([CH3:24])=[C:4]([C:20](F)=[CH:21][CH:22]=1)[C:5]([N:7]([CH2:17][CH2:18][OH:19])[CH2:8][C:9]1[CH:14]=[CH:13][C:12]([O:15][CH3:16])=[CH:11][CH:10]=1)=[O:6].C([O-])([O-])=O.[Cs+].[Cs+]. (7) Given the product [C:45]([O:44][C:42]([NH:49][CH2:50][CH2:51][NH:52][C:14]([CH2:13][C:6]1[C:5]2[C:10](=[CH:11][C:2]([OH:1])=[CH:3][CH:4]=2)[O:9][C:8](=[O:12])[CH:7]=1)=[O:16])=[O:43])([CH3:48])([CH3:47])[CH3:46], predict the reactants needed to synthesize it. The reactants are: [OH:1][C:2]1[CH:11]=[C:10]2[C:5]([C:6]([CH2:13][C:14]([OH:16])=O)=[CH:7][C:8](=[O:12])[O:9]2)=[CH:4][CH:3]=1.C1(N=C=NC2CCCCC2)CCCCC1.OC1C2N=NNC=2C=CC=1.[C:42]([NH:49][CH2:50][CH2:51][NH2:52])([O:44][C:45]([CH3:48])([CH3:47])[CH3:46])=[O:43]. (8) Given the product [O:9]=[C:5]1[CH2:6][CH2:7][CH2:8][N:4]1[CH2:3][CH2:2][O:1][N:30]1[C:34](=[O:35])[C:33]2[C:32](=[CH:39][CH:38]=[CH:37][CH:36]=2)[C:31]1=[O:40], predict the reactants needed to synthesize it. The reactants are: [OH:1][CH2:2][CH2:3][N:4]1[CH2:8][CH2:7][CH2:6][C:5]1=[O:9].C1C=CC(P(C2C=CC=CC=2)C2C=CC=CC=2)=CC=1.O[N:30]1[C:34](=[O:35])[C:33]2=[CH:36][CH:37]=[CH:38][CH:39]=[C:32]2[C:31]1=[O:40].N(C(OC(C)C)=O)=NC(OC(C)C)=O.